Dataset: Reaction yield outcomes from USPTO patents with 853,638 reactions. Task: Predict the reaction yield, written as a fraction of the theoretical maximum amount of product (1.0 means a 100% yield; for example, 0.34 means a 34% yield). The reactants are [CH2:1]([C:3]1[N:13]([CH2:14][C:15]2[CH:20]=[CH:19][C:18]([NH:21][CH2:22][CH:23]3[CH2:28][CH2:27][C:26](=O)[CH2:25][CH2:24]3)=[CH:17][CH:16]=2)[C:6]2=[N:7][C:8]([CH3:12])=[CH:9][C:10]([CH3:11])=[C:5]2[N:4]=1)[CH3:2].[CH3:30][N:31]1[CH2:36][CH2:35][NH:34][CH2:33][CH2:32]1.C(O[BH-](OC(=O)C)OC(=O)C)(=O)C.[Na+].[OH-].[Na+].C(O)(=O)/C=C/C(O)=O. The catalyst is ClCCCl.C1COCC1. The product is [CH2:1]([C:3]1[N:13]([CH2:14][C:15]2[CH:20]=[CH:19][C:18]([NH:21][CH2:22][CH:23]3[CH2:28][CH2:27][CH:26]([N:34]4[CH2:35][CH2:36][N:31]([CH3:30])[CH2:32][CH2:33]4)[CH2:25][CH2:24]3)=[CH:17][CH:16]=2)[C:6]2=[N:7][C:8]([CH3:12])=[CH:9][C:10]([CH3:11])=[C:5]2[N:4]=1)[CH3:2]. The yield is 0.688.